Dataset: Peptide-MHC class I binding affinity with 185,985 pairs from IEDB/IMGT. Task: Regression. Given a peptide amino acid sequence and an MHC pseudo amino acid sequence, predict their binding affinity value. This is MHC class I binding data. (1) The peptide sequence is GLHAAAPHL. The MHC is HLA-A69:01 with pseudo-sequence HLA-A69:01. The binding affinity (normalized) is 0.0847. (2) The peptide sequence is YHGHGVSAF. The MHC is Mamu-A07 with pseudo-sequence Mamu-A07. The binding affinity (normalized) is 0.381. (3) The binding affinity (normalized) is 0.0847. The peptide sequence is RNNDPTLPY. The MHC is HLA-A02:19 with pseudo-sequence HLA-A02:19. (4) The peptide sequence is NSYISNIIY. The MHC is HLA-A33:01 with pseudo-sequence HLA-A33:01. The binding affinity (normalized) is 0.134. (5) The peptide sequence is SMRSRARHI. The MHC is BoLA-HD6 with pseudo-sequence BoLA-HD6. The binding affinity (normalized) is 0.797. (6) The peptide sequence is DRLASTVIY. The MHC is HLA-B39:01 with pseudo-sequence HLA-B39:01. The binding affinity (normalized) is 0.0847. (7) The peptide sequence is VLIAFGRFPI. The MHC is HLA-A02:01 with pseudo-sequence HLA-A02:01. The binding affinity (normalized) is 0.563. (8) The peptide sequence is SDFLELDTI. The MHC is Mamu-B01 with pseudo-sequence Mamu-B01. The binding affinity (normalized) is 1.00. (9) The peptide sequence is LAPVNFDAL. The MHC is H-2-Kb with pseudo-sequence H-2-Kb. The binding affinity (normalized) is 0.550.